This data is from CYP2D6 inhibition data for predicting drug metabolism from PubChem BioAssay. The task is: Regression/Classification. Given a drug SMILES string, predict its absorption, distribution, metabolism, or excretion properties. Task type varies by dataset: regression for continuous measurements (e.g., permeability, clearance, half-life) or binary classification for categorical outcomes (e.g., BBB penetration, CYP inhibition). Dataset: cyp2d6_veith. (1) The drug is CC(C)C(=O)Nc1cc2c(cc1C(=O)c1ccccc1)OCCO2. The result is 0 (non-inhibitor). (2) The compound is COc1cc(C2SCCCCCCCCCCSC(c3ccc(O)c(OC)c3)SCCCCCCCCCCS2)ccc1O. The result is 0 (non-inhibitor). (3) The drug is CC(C)(C)CC(C)(C)c1ccc(OCCOCC[N+](C)(C)Cc2ccccc2)cc1. The result is 1 (inhibitor).